From a dataset of Forward reaction prediction with 1.9M reactions from USPTO patents (1976-2016). Predict the product of the given reaction. (1) Given the reactants [F:1][C:2]1[CH:7]=[CH:6][C:5]([C@:8]([NH:30][S@@](C(C)(C)C)=O)([C:16]2[CH:21]=[C:20]([O:22][C:23]([F:28])([F:27])[CH:24]([F:26])[F:25])[CH:19]=[C:18]([F:29])[CH:17]=2)[CH2:9][C:10]2[CH:15]=[CH:14][CH:13]=[CH:12][CH:11]=2)=[CH:4][C:3]=1[O:37][CH3:38].Cl, predict the reaction product. The product is: [F:1][C:2]1[CH:7]=[CH:6][C:5]([C@@:8]([C:16]2[CH:21]=[C:20]([O:22][C:23]([F:27])([F:28])[CH:24]([F:26])[F:25])[CH:19]=[C:18]([F:29])[CH:17]=2)([NH2:30])[CH2:9][C:10]2[CH:11]=[CH:12][CH:13]=[CH:14][CH:15]=2)=[CH:4][C:3]=1[O:37][CH3:38]. (2) Given the reactants [C:1]([O:5][C:6]([N:8]([CH2:20][CH:21]1[CH2:23][CH2:22]1)[C@@H:9]1[CH2:11][C@H:10]1[C:12]1[S:16][C:15]([C:17](O)=[O:18])=[CH:14][CH:13]=1)=[O:7])([CH3:4])([CH3:3])[CH3:2].[CH3:24][C:25]1[S:29][C:28]([NH2:30])=[N:27][N:26]=1.C(N(CC)CC)C.F[P-](F)(F)(F)(F)F.N1(OC(N(C)C)=[N+](C)C)C2N=CC=CC=2N=N1, predict the reaction product. The product is: [C:1]([O:5][C:6](=[O:7])[N:8]([CH2:20][CH:21]1[CH2:23][CH2:22]1)[C@@H:9]1[CH2:11][C@H:10]1[C:12]1[S:16][C:15]([C:17](=[O:18])[NH:30][C:28]2[S:29][C:25]([CH3:24])=[N:26][N:27]=2)=[CH:14][CH:13]=1)([CH3:4])([CH3:2])[CH3:3]. (3) Given the reactants Br[C:2]1[CH:10]=[CH:9][C:5]([C:6]([OH:8])=O)=[CH:4][C:3]=1[F:11].Cl.[CH3:13][NH:14][CH:15]1[CH2:17][CH2:16]1.Cl.Cl.C[Si](C)(C)CCOC[N:26]1[C:30]2[N:31]=[CH:32][N:33]=[C:34]([C:35]3[CH:36]=[N:37][N:38]([C:40]4([CH2:44][C:45]#[N:46])[CH2:43][NH:42][CH2:41]4)[CH:39]=3)[C:29]=2[CH:28]=[CH:27]1, predict the reaction product. The product is: [C:45]([CH2:44][C:40]1([N:38]2[CH2:39][CH:35]([C:34]3[C:29]4[CH:28]=[CH:27][NH:26][C:30]=4[N:31]=[CH:32][N:33]=3)[CH:36]=[N:37]2)[CH2:43][N:42]([C:2]2[CH:10]=[CH:9][C:5]([C:6]([N:14]([CH:15]3[CH2:17][CH2:16]3)[CH3:13])=[O:8])=[CH:4][C:3]=2[F:11])[CH2:41]1)#[N:46]. (4) Given the reactants [CH2:1]([N:8]1[CH2:12][CH2:11][N:10]([C@@H:13]([C:55]([CH3:58])([CH3:57])[CH3:56])[C:14]([NH:16][C@@H:17]([CH2:48][C:49]2[CH:54]=[CH:53][CH:52]=[CH:51][CH:50]=2)[C@@H:18]([OH:47])[CH2:19][C@@H:20]([NH:34][C:35]([C@@H:37]([NH:42][C:43](=[O:46])[O:44][CH3:45])[C:38]([CH3:41])([CH3:40])[CH3:39])=[O:36])[CH2:21][C:22]2[CH:27]=[CH:26][C:25]([C:28]3[CH:33]=[CH:32][CH:31]=[CH:30][N:29]=3)=[CH:24][CH:23]=2)=[O:15])[C:9]1=[O:59])[C:2]1[CH:7]=[CH:6][CH:5]=[CH:4][CH:3]=1.[CH3:60][S:61][CH3:62].C(OOC(=O)C1C=CC=CC=1)(=O)C1C=CC=CC=1.O, predict the reaction product. The product is: [CH2:1]([N:8]1[CH2:12][CH2:11][N:10]([C@@H:13]([C:55]([CH3:58])([CH3:57])[CH3:56])[C:14]([NH:16][C@@H:17]([CH2:48][C:49]2[CH:54]=[CH:53][CH:52]=[CH:51][CH:50]=2)[C@@H:18]([O:47][CH2:60][S:61][CH3:62])[CH2:19][C@@H:20]([NH:34][C:35](=[O:36])[C@H:37]([C:38]([CH3:41])([CH3:40])[CH3:39])[NH:42][C:43]([O:44][CH3:45])=[O:46])[CH2:21][C:22]2[CH:27]=[CH:26][C:25]([C:28]3[CH:33]=[CH:32][CH:31]=[CH:30][N:29]=3)=[CH:24][CH:23]=2)=[O:15])[C:9]1=[O:59])[C:2]1[CH:3]=[CH:4][CH:5]=[CH:6][CH:7]=1. (5) Given the reactants [CH2:1]([N:5]1[CH2:10][CH2:9][C:8]([CH3:12])([CH3:11])[C:7]([C:13](=[O:16])[CH:14]=[CH2:15])=[CH:6]1)[CH:2]([CH3:4])[CH3:3].I[C:18]1[CH:23]=[CH:22][CH:21]=[CH:20][CH:19]=1.C1(P(C2C=CC=CC=2)C2C=CC=CC=2)C=CC=CC=1.C(=O)([O-])[O-].[K+].[K+], predict the reaction product. The product is: [CH2:1]([N:5]1[CH2:10][CH2:9][C:8]([CH3:11])([CH3:12])[C:7]([C:13](=[O:16])/[CH:14]=[CH:15]/[C:18]2[CH:23]=[CH:22][CH:21]=[CH:20][CH:19]=2)=[CH:6]1)[CH:2]([CH3:4])[CH3:3]. (6) Given the reactants [CH:1]1([CH:7]([NH:19][C:20]2[CH:25]=[CH:24][C:23]([C:26]([N:28]([CH3:36])[CH2:29][CH2:30][C:31]([O:33][CH2:34][CH3:35])=[O:32])=[O:27])=[CH:22][CH:21]=2)[C:8]2[O:9][C:10]3[CH:17]=[CH:16][C:15]([OH:18])=[CH:14][C:11]=3[C:12]=2[CH3:13])[CH2:6][CH2:5][CH2:4][CH2:3][CH2:2]1.[S:37]1[CH2:42][CH2:41][CH:40](O)[CH2:39][CH2:38]1.C(P(CCCC)CCCC)CCC.N(C(N1CCCCC1)=O)=NC(N1CCCCC1)=O, predict the reaction product. The product is: [CH:1]1([CH:7]([NH:19][C:20]2[CH:21]=[CH:22][C:23]([C:26]([N:28]([CH3:36])[CH2:29][CH2:30][C:31]([O:33][CH2:34][CH3:35])=[O:32])=[O:27])=[CH:24][CH:25]=2)[C:8]2[O:9][C:10]3[CH:17]=[CH:16][C:15]([O:18][CH:40]4[CH2:41][CH2:42][S:37][CH2:38][CH2:39]4)=[CH:14][C:11]=3[C:12]=2[CH3:13])[CH2:6][CH2:5][CH2:4][CH2:3][CH2:2]1.